Dataset: Forward reaction prediction with 1.9M reactions from USPTO patents (1976-2016). Task: Predict the product of the given reaction. (1) Given the reactants Cl[C:2]1[CH:9]=[CH:8][C:5]([CH2:6][OH:7])=[CH:4][C:3]=1[O:10][CH2:11][CH3:12].[Cl:13]CCl, predict the reaction product. The product is: [Cl:13][C:4]1[C:3]([O:10][CH2:11][CH3:12])=[CH:2][CH:9]=[CH:8][C:5]=1[CH:6]=[O:7]. (2) Given the reactants [N+:1]([C:4]1[N:5]=[C:6]2[N:31]([CH:32]=1)[CH2:30][C:8]1([CH2:13][CH2:12][N:11]([C:14](=[O:29])[CH2:15][N:16]3[CH2:21][CH2:20][N:19]([C:22](OC(C)(C)C)=[O:23])[CH2:18][CH2:17]3)[CH2:10][CH2:9]1)[O:7]2)([O-:3])=[O:2].FC(F)(F)C(O)=O.[NH2:40][C:41]1[CH:46]=[CH:45][C:44]([C:47]([F:50])([F:49])[F:48])=[CH:43][CH:42]=1.C(N1C=CN=C1)(N1C=CN=C1)=O, predict the reaction product. The product is: [F:48][C:47]([F:49])([F:50])[C:44]1[CH:43]=[CH:42][C:41]([NH:40][C:22]([N:19]2[CH2:18][CH2:17][N:16]([CH2:15][C:14]([N:11]3[CH2:10][CH2:9][C:8]4([O:7][C:6]5=[N:5][C:4]([N+:1]([O-:3])=[O:2])=[CH:32][N:31]5[CH2:30]4)[CH2:13][CH2:12]3)=[O:29])[CH2:21][CH2:20]2)=[O:23])=[CH:46][CH:45]=1. (3) Given the reactants [C:1]([O:5][C:6]([N:8]([CH2:21][CH:22]1[CH:27]([C:28]2[CH:33]=[CH:32][CH:31]=[CH:30][C:29]=2[F:34])[CH2:26][CH2:25][N:24]([C:35]([NH:37][C:38]2[CH:47]=[CH:46][C:41]([C:42]([O:44]C)=[O:43])=[CH:40][C:39]=2[Cl:48])=[O:36])[CH2:23]1)[C@@H:9]([C:11]1[C:20]2[C:15](=[CH:16][CH:17]=[CH:18][CH:19]=2)[CH:14]=[CH:13][CH:12]=1)[CH3:10])=[O:7])([CH3:4])([CH3:3])[CH3:2].C1COCC1.[OH-].[Na+].Cl, predict the reaction product. The product is: [C:1]([O:5][C:6]([N:8]([CH2:21][CH:22]1[CH:27]([C:28]2[CH:33]=[CH:32][CH:31]=[CH:30][C:29]=2[F:34])[CH2:26][CH2:25][N:24]([C:35]([NH:37][C:38]2[CH:47]=[CH:46][C:41]([C:42]([OH:44])=[O:43])=[CH:40][C:39]=2[Cl:48])=[O:36])[CH2:23]1)[C@@H:9]([C:11]1[C:20]2[C:15](=[CH:16][CH:17]=[CH:18][CH:19]=2)[CH:14]=[CH:13][CH:12]=1)[CH3:10])=[O:7])([CH3:2])([CH3:3])[CH3:4]. (4) Given the reactants [Cl:1][C:2]1[CH:7]=[CH:6][C:5]([C@H:8]2[C@@H:12]([C:13]3[CH:18]=[CH:17][C:16]([Cl:19])=[CH:15][CH:14]=3)[N:11]([C:20](Cl)=[O:21])[C:10]([C:23]3[CH:28]=[CH:27][C:26]([C:29]([CH3:33])([CH3:32])[CH2:30][OH:31])=[CH:25][C:24]=3[O:34][CH2:35][CH3:36])=[N:9]2)=[CH:4][CH:3]=1.[N:37]1([C:43](=[O:51])[CH2:44][N:45]2[CH2:50][CH2:49][NH:48][CH2:47][CH2:46]2)[CH2:42][CH2:41][O:40][CH2:39][CH2:38]1, predict the reaction product. The product is: [ClH:1].[Cl:1][C:2]1[CH:3]=[CH:4][C:5]([C@H:8]2[C@@H:12]([C:13]3[CH:14]=[CH:15][C:16]([Cl:19])=[CH:17][CH:18]=3)[N:11]([C:20]([N:48]3[CH2:47][CH2:46][N:45]([CH2:44][C:43]([N:37]4[CH2:38][CH2:39][O:40][CH2:41][CH2:42]4)=[O:51])[CH2:50][CH2:49]3)=[O:21])[C:10]([C:23]3[CH:28]=[CH:27][C:26]([C:29]([CH3:33])([CH3:32])[CH2:30][OH:31])=[CH:25][C:24]=3[O:34][CH2:35][CH3:36])=[N:9]2)=[CH:6][CH:7]=1. (5) Given the reactants [N:1]([CH2:4][CH:5]1[CH2:9][C:8]2[CH:10]=[CH:11][CH:12]=[C:13]([C:14]3[C:19]([Cl:20])=[CH:18][C:17]([Cl:21])=[CH:16][C:15]=3[Cl:22])[C:7]=2[O:6]1)=[N+]=[N-].C1(P(C2C=CC=CC=2)C2C=CC=CC=2)C=CC=CC=1.Cl, predict the reaction product. The product is: [Cl:22][C:15]1[CH:16]=[C:17]([Cl:21])[CH:18]=[C:19]([Cl:20])[C:14]=1[C:13]1[C:7]2[O:6][CH:5]([CH2:4][NH2:1])[CH2:9][C:8]=2[CH:10]=[CH:11][CH:12]=1. (6) The product is: [F:16][C:5]1[C:6]([NH:8][C:9]2[CH:14]=[CH:13][C:12]([CH3:15])=[CH:11][CH:10]=2)=[N:7][C:2]([C:22]2[N:26]3[CH:27]=[CH:28][CH:29]=[CH:30][C:25]3=[N:24][C:23]=2[C:31]([F:34])([F:33])[F:32])=[N:3][CH:4]=1. Given the reactants Cl[C:2]1[N:7]=[C:6]([NH:8][C:9]2[CH:14]=[CH:13][C:12]([CH3:15])=[CH:11][CH:10]=2)[C:5]([F:16])=[CH:4][N:3]=1.C([Sn](CCCC)(CCCC)[C:22]1[N:26]2[CH:27]=[CH:28][CH:29]=[CH:30][C:25]2=[N:24][C:23]=1[C:31]([F:34])([F:33])[F:32])CCC, predict the reaction product. (7) Given the reactants I[C:2]1[CH:16]=[CH:15][C:5]([O:6][CH2:7][CH2:8][N:9]2[CH2:14][CH2:13][CH2:12][CH2:11][CH2:10]2)=[CH:4][CH:3]=1.C([Li])CCC.[C:22]([Si:26]([CH3:44])([CH3:43])[O:27][C:28]1[CH:29]=[CH:30][C:31]2[C:32]3[CH2:42][CH2:41][O:40][CH2:39][C:33]=3[CH:34](O)[O:35][C:36]=2[CH:37]=1)([CH3:25])([CH3:24])[CH3:23].C(O)(C(F)(F)F)=O, predict the reaction product. The product is: [C:22]([Si:26]([CH3:44])([CH3:43])[O:27][C:28]1[CH:29]=[CH:30][C:31]2[C:32]3[CH2:42][CH2:41][O:40][CH2:39][C:33]=3[CH:34]([C:2]3[CH:16]=[CH:15][C:5]([O:6][CH2:7][CH2:8][N:9]4[CH2:14][CH2:13][CH2:12][CH2:11][CH2:10]4)=[CH:4][CH:3]=3)[O:35][C:36]=2[CH:37]=1)([CH3:25])([CH3:24])[CH3:23].